The task is: Predict which catalyst facilitates the given reaction.. This data is from Catalyst prediction with 721,799 reactions and 888 catalyst types from USPTO. (1) Reactant: [NH2:1][C:2]1[N:7]=[C:6]([NH:8][CH2:9][CH2:10][CH2:11][NH:12]C(=O)OC(C)(C)C)[CH:5]=[C:4]([C:20]2[CH:25]=[CH:24][CH:23]=[C:22]([CH3:26])[C:21]=2[CH3:27])[N:3]=1. Product: [NH2:12][CH2:11][CH2:10][CH2:9][NH:8][C:6]1[CH:5]=[C:4]([C:20]2[CH:25]=[CH:24][CH:23]=[C:22]([CH3:26])[C:21]=2[CH3:27])[N:3]=[C:2]([NH2:1])[N:7]=1. The catalyst class is: 67. (2) Reactant: [Cl:1][C:2]1[CH:7]=[CH:6][C:5]([CH2:8][NH:9][C:10]([C:12]([CH3:15])([CH3:14])[CH3:13])=[O:11])=[CH:4][C:3]=1[NH:16][C:17]1[N:21]([CH3:22])[C:20]2[CH:23]=[C:24]([O:30][CH2:31][CH:32]([F:34])[F:33])[C:25]([C:27]([OH:29])=O)=[CH:26][C:19]=2[N:18]=1.[Cl:35][C:36]1[CH:37]=[C:38]([CH:40]=[CH:41][C:42]=1[F:43])[NH2:39].CN(C(ON1N=NC2C=CC=NC1=2)=[N+](C)C)C.F[P-](F)(F)(F)(F)F. Product: [Cl:35][C:36]1[CH:37]=[C:38]([NH:39][C:27]([C:25]2[C:24]([O:30][CH2:31][CH:32]([F:34])[F:33])=[CH:23][C:20]3[N:21]([CH3:22])[C:17]([NH:16][C:3]4[CH:4]=[C:5]([CH2:8][NH:9][C:10]([C:12]([CH3:14])([CH3:13])[CH3:15])=[O:11])[CH:6]=[CH:7][C:2]=4[Cl:1])=[N:18][C:19]=3[CH:26]=2)=[O:29])[CH:40]=[CH:41][C:42]=1[F:43]. The catalyst class is: 1.